The task is: Predict the reaction yield, written as a fraction of the theoretical maximum amount of product (1.0 means a 100% yield; for example, 0.34 means a 34% yield).. This data is from Reaction yield outcomes from USPTO patents with 853,638 reactions. (1) The reactants are [CH3:1][C:2]1[CH:3]=[C:4]2[C:8](=[CH:9][CH:10]=1)[NH:7][CH:6]=[CH:5]2.COC1C=C2C(=CC=1)NCC2.C([BH3-])#N.[Na+]. The catalyst is C(O)(=O)C. The product is [CH3:1][C:2]1[CH:3]=[C:4]2[C:8](=[CH:9][CH:10]=1)[NH:7][CH2:6][CH2:5]2. The yield is 0.990. (2) The reactants are [CH3:1][C:2]1[CH:3]=[C:4]([C:14]([OH:16])=O)[C:5]2[CH:10]=[N:9][N:8]([CH:11]([CH3:13])[CH3:12])[C:6]=2[N:7]=1.[NH2:17][CH2:18][C:19]1[C:20](=[O:27])[NH:21][C:22]([CH3:26])=[CH:23][C:24]=1[CH3:25].Cl.ON1C2N=CC=CC=2N=N1.CN1CCOCC1.C(Cl)CCl. The catalyst is CS(C)=O.O. The product is [CH3:25][C:24]1[CH:23]=[C:22]([CH3:26])[NH:21][C:20](=[O:27])[C:19]=1[CH2:18][NH:17][C:14]([C:4]1[C:5]2[CH:10]=[N:9][N:8]([CH:11]([CH3:12])[CH3:13])[C:6]=2[N:7]=[C:2]([CH3:1])[CH:3]=1)=[O:16]. The yield is 0.680.